Dataset: NCI-60 drug combinations with 297,098 pairs across 59 cell lines. Task: Regression. Given two drug SMILES strings and cell line genomic features, predict the synergy score measuring deviation from expected non-interaction effect. (1) Drug 1: CCCCC(=O)OCC(=O)C1(CC(C2=C(C1)C(=C3C(=C2O)C(=O)C4=C(C3=O)C=CC=C4OC)O)OC5CC(C(C(O5)C)O)NC(=O)C(F)(F)F)O. Drug 2: C1C(C(OC1N2C=NC3=C2NC=NCC3O)CO)O. Cell line: SK-OV-3. Synergy scores: CSS=19.6, Synergy_ZIP=-5.56, Synergy_Bliss=-5.75, Synergy_Loewe=-10.1, Synergy_HSA=-5.76. (2) Drug 1: CCCS(=O)(=O)NC1=C(C(=C(C=C1)F)C(=O)C2=CNC3=C2C=C(C=N3)C4=CC=C(C=C4)Cl)F. Drug 2: C1=NC2=C(N1)C(=S)N=CN2. Cell line: MCF7. Synergy scores: CSS=5.66, Synergy_ZIP=-7.51, Synergy_Bliss=-8.57, Synergy_Loewe=-30.3, Synergy_HSA=-9.64. (3) Drug 1: CCCCC(=O)OCC(=O)C1(CC(C2=C(C1)C(=C3C(=C2O)C(=O)C4=C(C3=O)C=CC=C4OC)O)OC5CC(C(C(O5)C)O)NC(=O)C(F)(F)F)O. Drug 2: CC1CCCC2(C(O2)CC(NC(=O)CC(C(C(=O)C(C1O)C)(C)C)O)C(=CC3=CSC(=N3)C)C)C. Cell line: NCIH23. Synergy scores: CSS=73.5, Synergy_ZIP=4.25, Synergy_Bliss=0.246, Synergy_Loewe=-0.657, Synergy_HSA=2.12. (4) Drug 1: CN(C)C1=NC(=NC(=N1)N(C)C)N(C)C. Drug 2: CNC(=O)C1=NC=CC(=C1)OC2=CC=C(C=C2)NC(=O)NC3=CC(=C(C=C3)Cl)C(F)(F)F. Cell line: SK-MEL-5. Synergy scores: CSS=24.4, Synergy_ZIP=0.0287, Synergy_Bliss=2.55, Synergy_Loewe=-40.2, Synergy_HSA=-1.25. (5) Drug 1: CNC(=O)C1=NC=CC(=C1)OC2=CC=C(C=C2)NC(=O)NC3=CC(=C(C=C3)Cl)C(F)(F)F. Drug 2: C1=NC2=C(N1)C(=S)N=CN2. Cell line: HCT-15. Synergy scores: CSS=16.6, Synergy_ZIP=-3.49, Synergy_Bliss=7.11, Synergy_Loewe=-22.7, Synergy_HSA=-0.521.